From a dataset of Merck oncology drug combination screen with 23,052 pairs across 39 cell lines. Regression. Given two drug SMILES strings and cell line genomic features, predict the synergy score measuring deviation from expected non-interaction effect. (1) Drug 1: O=C(O)C1(Cc2cccc(Nc3nccs3)n2)CCC(Oc2cccc(Cl)c2F)CC1. Drug 2: CCc1cnn2c(NCc3ccc[n+]([O-])c3)cc(N3CCCCC3CCO)nc12. Cell line: SW837. Synergy scores: synergy=9.01. (2) Drug 1: CCN(CC)CCNC(=O)c1c(C)[nH]c(C=C2C(=O)Nc3ccc(F)cc32)c1C. Drug 2: CCc1cnn2c(NCc3ccc[n+]([O-])c3)cc(N3CCCCC3CCO)nc12. Cell line: VCAP. Synergy scores: synergy=21.0. (3) Drug 1: O=C(O)C1(Cc2cccc(Nc3nccs3)n2)CCC(Oc2cccc(Cl)c2F)CC1. Drug 2: CCC1(O)C(=O)OCc2c1cc1n(c2=O)Cc2cc3c(CN(C)C)c(O)ccc3nc2-1. Cell line: HCT116. Synergy scores: synergy=23.7. (4) Drug 1: CN1C(=O)C=CC2(C)C3CCC4(C)C(NC(=O)OCC(F)(F)F)CCC4C3CCC12. Drug 2: Cn1cc(-c2cnn3c(N)c(Br)c(C4CCCNC4)nc23)cn1. Cell line: NCIH1650. Synergy scores: synergy=-11.4. (5) Cell line: NCIH520. Drug 1: O=S1(=O)NC2(CN1CC(F)(F)F)C1CCC2Cc2cc(C=CCN3CCC(C(F)(F)F)CC3)ccc2C1. Synergy scores: synergy=16.3. Drug 2: CNC(=O)c1cc(Oc2ccc(NC(=O)Nc3ccc(Cl)c(C(F)(F)F)c3)cc2)ccn1.